Dataset: Forward reaction prediction with 1.9M reactions from USPTO patents (1976-2016). Task: Predict the product of the given reaction. (1) Given the reactants [OH:1][C@:2]1([CH3:24])[CH2:19][CH2:18][C@@:17]2([CH3:20])[C@@H:4]([CH2:5][CH2:6][C@@H:7]3[C@@H:16]2[CH2:15][CH2:14][C@@:12]2([CH3:13])[C@H:8]3[CH2:9][CH2:10][C@@H:11]2[C:21](O)=[O:22])[CH2:3]1.[H-].[H-].[H-].[H-].[Li+].[Al+3], predict the reaction product. The product is: [OH:1][C@:2]1([CH3:24])[CH2:19][CH2:18][C@@:17]2([CH3:20])[C@@H:4]([CH2:5][CH2:6][C@@H:7]3[C@@H:16]2[CH2:15][CH2:14][C@@:12]2([CH3:13])[C@H:8]3[CH2:9][CH2:10][C@@H:11]2[CH2:21][OH:22])[CH2:3]1. (2) The product is: [F:11][C@@H:12]1[CH2:17][CH2:16][N:15]([C:2]2[CH:7]=[CH:6][N:5]=[CH:4][C:3]=2[N+:8]([O-:10])=[O:9])[CH2:14][C@H:13]1[NH:18][C:19](=[O:25])[O:20][C:21]([CH3:23])([CH3:22])[CH3:24]. Given the reactants Cl[C:2]1[CH:7]=[CH:6][N:5]=[CH:4][C:3]=1[N+:8]([O-:10])=[O:9].[F:11][C@@H:12]1[CH2:17][CH2:16][NH:15][CH2:14][C@H:13]1[NH:18][C:19](=[O:25])[O:20][C:21]([CH3:24])([CH3:23])[CH3:22].C(N(CC)CC)C, predict the reaction product. (3) Given the reactants [NH2:1][C:2]1[CH:7]=[C:6]([C:8]2[C:9]([C:22]3[CH:27]=[CH:26][C:25]([F:28])=[CH:24][CH:23]=3)=[N:10][N:11]([C:13]3[CH:14]=[CH:15][C:16]4[N:17]([CH:19]=[N:20][N:21]=4)[N:18]=3)[CH:12]=2)[CH:5]=[CH:4][N:3]=1.[CH:29]1([C:34](Cl)=[O:35])[CH2:33][CH2:32][CH2:31][CH2:30]1, predict the reaction product. The product is: [CH:29]1([C:34]([NH:1][C:2]2[CH:7]=[C:6]([C:8]3[C:9]([C:22]4[CH:27]=[CH:26][C:25]([F:28])=[CH:24][CH:23]=4)=[N:10][N:11]([C:13]4[CH:14]=[CH:15][C:16]5[N:17]([CH:19]=[N:20][N:21]=5)[N:18]=4)[CH:12]=3)[CH:5]=[CH:4][N:3]=2)=[O:35])[CH2:33][CH2:32][CH2:31][CH2:30]1. (4) The product is: [CH3:13][CH:12]([C@H:2]1[CH2:3][N:4]([CH2:5][C:6]2[CH:11]=[CH:10][CH:9]=[CH:8][CH:7]=2)[C:16](=[O:17])[C:15](=[O:21])[NH:1]1)[CH3:14]. Given the reactants [NH2:1][C@@H:2]([CH:12]([CH3:14])[CH3:13])[CH2:3][NH:4][CH2:5][C:6]1[CH:11]=[CH:10][CH:9]=[CH:8][CH:7]=1.[C:15](OCC)(=[O:21])[C:16](OCC)=[O:17], predict the reaction product. (5) Given the reactants [NH2:1][C:2]1[CH:7]=[CH:6][C:5]([S:8][C:9]2[C:18]3[C:13](=[CH:14][CH:15]=[CH:16][CH:17]=3)[NH:12]/[C:11](=[C:19]3/[C:20]([CH2:25][CH2:26][CH3:27])=[N:21][NH:22][C:23]/3=[O:24])/[CH:10]=2)=[CH:4][CH:3]=1.[C:28](Cl)(=[O:32])[CH2:29][CH2:30][CH3:31], predict the reaction product. The product is: [O:24]=[C:23]1[NH:22][N:21]=[C:20]([CH2:25][CH2:26][CH3:27])/[C:19]/1=[C:11]1/[NH:12][C:13]2[C:18]([C:9]([S:8][C:5]3[CH:4]=[CH:3][C:2]([NH:1][C:28](=[O:32])[CH2:29][CH2:30][CH3:31])=[CH:7][CH:6]=3)=[CH:10]/1)=[CH:17][CH:16]=[CH:15][CH:14]=2.